The task is: Predict the reactants needed to synthesize the given product.. This data is from Full USPTO retrosynthesis dataset with 1.9M reactions from patents (1976-2016). (1) Given the product [C:1]([O:5][C:6]([N:8]1[CH2:13][CH:12]2[CH2:14][CH:9]1[CH2:10][N:11]2[C:22]1[CH:27]=[CH:26][C:25]([N+:28]([O-:30])=[O:29])=[CH:24][CH:23]=1)=[O:7])([CH3:4])([CH3:2])[CH3:3], predict the reactants needed to synthesize it. The reactants are: [C:1]([O:5][C:6]([N:8]1[CH2:13][CH:12]2[CH2:14][CH:9]1[CH2:10][NH:11]2)=[O:7])([CH3:4])([CH3:3])[CH3:2].C(=O)([O-])[O-].[K+].[K+].F[C:22]1[CH:27]=[CH:26][C:25]([N+:28]([O-:30])=[O:29])=[CH:24][CH:23]=1.O. (2) The reactants are: [CH2:1]([NH:8][CH2:9][CH2:10][NH:11][C:12](=[O:18])[O:13][C:14]([CH3:17])([CH3:16])[CH3:15])[C:2]1[CH:7]=[CH:6][CH:5]=[CH:4][CH:3]=1.I[CH3:20]. Given the product [CH2:1]([N:8]([CH2:9][CH2:10][NH:11][C:12](=[O:18])[O:13][C:14]([CH3:15])([CH3:17])[CH3:16])[CH3:20])[C:2]1[CH:7]=[CH:6][CH:5]=[CH:4][CH:3]=1, predict the reactants needed to synthesize it.